Predict the product of the given reaction. From a dataset of Forward reaction prediction with 1.9M reactions from USPTO patents (1976-2016). (1) Given the reactants [Cl:1][C:2]1[CH:10]=[C:9]([F:11])[CH:8]=[CH:7][C:3]=1[C:4](Cl)=[O:5].[CH3:12][N:13]([CH3:27])[CH:14]1[CH2:19][CH2:18][C:17]([C:20]2[N:25]=[C:24]([NH2:26])[CH:23]=[CH:22][CH:21]=2)=[CH:16][CH2:15]1, predict the reaction product. The product is: [ClH:1].[ClH:1].[Cl:1][C:2]1[CH:10]=[C:9]([F:11])[CH:8]=[CH:7][C:3]=1[C:4]([NH:26][C:24]1[CH:23]=[CH:22][CH:21]=[C:20]([C:17]2[CH2:18][CH2:19][CH:14]([N:13]([CH3:27])[CH3:12])[CH2:15][CH:16]=2)[N:25]=1)=[O:5]. (2) Given the reactants [Cl:1][C:2]1[CH:10]=[C:9]2[C:5]([CH:6]=[CH:7][NH:8]2)=[CH:4][CH:3]=1.C1COCC1.C(O)(C(F)(F)F)=O.[OH-].[Na+], predict the reaction product. The product is: [Cl:1][C:2]1[CH:10]=[C:9]2[C:5]([CH2:6][CH2:7][NH:8]2)=[CH:4][CH:3]=1. (3) The product is: [ClH:22].[NH2:8][C@@H:9]1[CH2:11][C@H:10]1[C:12]1[CH:13]=[C:14]([CH:19]=[CH:20][CH:21]=1)[C:15]([O:17][CH3:18])=[O:16]. Given the reactants C(OC([NH:8][C@@H:9]1[CH2:11][C@H:10]1[C:12]1[CH:13]=[C:14]([CH:19]=[CH:20][CH:21]=1)[C:15]([O:17][CH3:18])=[O:16])=O)(C)(C)C.[ClH:22].C(OCC)(=O)C, predict the reaction product. (4) Given the reactants [NH2:1][C:2]1[CH:7]=[CH:6][CH:5]=[C:4]([CH2:8][OH:9])[N:3]=1.[Si:10](Cl)([C:13]([CH3:16])([CH3:15])[CH3:14])([CH3:12])[CH3:11], predict the reaction product. The product is: [NH2:1][C:2]1[CH:7]=[CH:6][CH:5]=[C:4]([CH2:8][O:9][Si:10]([C:13]([CH3:16])([CH3:15])[CH3:14])([CH3:12])[CH3:11])[N:3]=1. (5) Given the reactants [H-].[Al+3].[Li+].[H-].[H-].[H-].[F:7][C:8]1([F:20])[CH2:13][CH2:12][CH:11]([CH:14]2[CH2:18][NH:17][C:16](=O)[CH2:15]2)[CH2:10][CH2:9]1, predict the reaction product. The product is: [F:20][C:8]1([F:7])[CH2:9][CH2:10][CH:11]([CH:14]2[CH2:15][CH2:16][NH:17][CH2:18]2)[CH2:12][CH2:13]1. (6) Given the reactants [CH2:1]([O:3][C:4](=[O:12])[C:5]1[CH:10]=[CH:9][C:8]([OH:11])=[CH:7][CH:6]=1)[CH3:2].C(=O)([O-])[O-].[K+].[K+].Cl[CH2:20][CH2:21][N:22]1[CH2:27][CH2:26][CH2:25][CH2:24][CH2:23]1, predict the reaction product. The product is: [CH2:1]([O:3][C:4](=[O:12])[C:5]1[CH:10]=[CH:9][C:8]([O:11][CH2:20][CH2:21][N:22]2[CH2:27][CH2:26][CH2:25][CH2:24][CH2:23]2)=[CH:7][CH:6]=1)[CH3:2]. (7) Given the reactants [CH:1]1([CH2:4][N:5]([C:10]2[CH:11]=[CH:12][C:13]([OH:20])=[C:14]([CH:19]=2)[C:15]([O:17][CH3:18])=[O:16])[S:6]([CH3:9])(=[O:8])=[O:7])[CH2:3][CH2:2]1.[C:21](O[C:21]([O:23][C:24]([CH3:27])([CH3:26])[CH3:25])=[O:22])([O:23][C:24]([CH3:27])([CH3:26])[CH3:25])=[O:22], predict the reaction product. The product is: [C:24]([O:23][C:21]([O:20][C:13]1[CH:12]=[CH:11][C:10]([N:5]([CH2:4][CH:1]2[CH2:3][CH2:2]2)[S:6]([CH3:9])(=[O:8])=[O:7])=[CH:19][C:14]=1[C:15]([O:17][CH3:18])=[O:16])=[O:22])([CH3:27])([CH3:26])[CH3:25].